The task is: Predict the product of the given reaction.. This data is from Forward reaction prediction with 1.9M reactions from USPTO patents (1976-2016). (1) Given the reactants [CH2:1]([O:8][C@@H:9]1[C@@H:13]([CH2:14][O:15][CH2:16][C:17]2[CH:22]=[CH:21][CH:20]=[CH:19][CH:18]=2)[O:12][C@H:11]([O:23][CH3:24])[C:10]1=O)[C:2]1[CH:7]=[CH:6][CH:5]=[CH:4][CH:3]=1.[CH3:26][C:27]([S:30]([NH2:32])=[O:31])([CH3:29])[CH3:28].[Cl-].[Na+], predict the reaction product. The product is: [CH2:1]([O:8][C@@H:9]1[C@@H:13]([CH2:14][O:15][CH2:16][C:17]2[CH:18]=[CH:19][CH:20]=[CH:21][CH:22]=2)[O:12][C@H:11]([O:23][CH3:24])/[C:10]/1=[N:32]\[S:30]([C:27]([CH3:29])([CH3:28])[CH3:26])=[O:31])[C:2]1[CH:7]=[CH:6][CH:5]=[CH:4][CH:3]=1. (2) Given the reactants C([C:4]1[O:5][C:6]([CH2:9][N:10]2[C:19]3[C:14](=[CH:15][CH:16]=[CH:17][CH:18]=3)[C:13](=[O:20])[NH:12][C:11]2=[O:21])=[CH:7][CH:8]=1)(O)=O.N1[C:31]2[C:26](=[CH:27][CH:28]=[CH:29][CH:30]=2)[C:25](=[O:32])[NH:24][C:23]1=O.[Cl:34][CH2:35][C:36]1OC(C(OCC)=O)=C[CH:37]=1.COC(C1C=[C:52](C=CC=1)[CH2:53][N:54]1C2C(=CC=CC=2)C(=O)N[C:55]1=O)=O, predict the reaction product. The product is: [Cl:34][C:35]1[CH:36]=[CH:37][C:6]([CH2:9][N:10]2[C:19]3[C:14](=[CH:15][CH:16]=[CH:17][CH:18]=3)[C:13](=[O:20])[NH:12][C:11]2=[O:21])=[CH:7][C:8]=1[C:4]([N:54]1[CH2:53][CH2:52][N:24]([C:25]([CH:26]2[CH2:31][CH2:30][CH2:29][CH2:28][CH2:27]2)=[O:32])[CH2:23][CH2:55]1)=[O:5]. (3) Given the reactants Br[C:2]1[CH:3]=[CH:4][C:5]2[C:11]([CH3:13])([CH3:12])[CH2:10][NH:9][C:8](=[O:14])[NH:7][C:6]=2[CH:15]=1.[Cl:16][CH2:17][CH2:18][CH2:19]/[CH:20]=[CH:21]/B(O)O.C(=O)([O-])[O-].[Na+].[Na+], predict the reaction product. The product is: [Cl:16][CH2:17][CH2:18][CH2:19][CH:20]=[CH:21][C:2]1[CH:3]=[CH:4][C:5]2[C:11]([CH3:13])([CH3:12])[CH2:10][NH:9][C:8](=[O:14])[NH:7][C:6]=2[CH:15]=1. (4) Given the reactants Br[C:2]1[CH:3]=[C:4]([NH:26][C:27]2[CH:28]=[N:29][CH:30]=[CH:31][CH:32]=2)[CH:5]=[C:6]([O:8][Si:9]([C:22]([CH3:25])([CH3:24])[CH3:23])([C:16]2[CH:21]=[CH:20][CH:19]=[CH:18][CH:17]=2)[C:10]2[CH:15]=[CH:14][CH:13]=[CH:12][CH:11]=2)[CH:7]=1.[B:33]1([B:33]2[O:37][C:36]([CH3:39])([CH3:38])[C:35]([CH3:41])([CH3:40])[O:34]2)[O:37][C:36]([CH3:39])([CH3:38])[C:35]([CH3:41])([CH3:40])[O:34]1.C([O-])(=O)C.[K+].O1CCOCC1, predict the reaction product. The product is: [C:22]([Si:9]([C:10]1[CH:15]=[CH:14][CH:13]=[CH:12][CH:11]=1)([C:16]1[CH:17]=[CH:18][CH:19]=[CH:20][CH:21]=1)[O:8][C:6]1[CH:5]=[C:4]([NH:26][C:27]2[CH:28]=[N:29][CH:30]=[CH:31][CH:32]=2)[CH:3]=[C:2]([B:33]2[O:37][C:36]([CH3:39])([CH3:38])[C:35]([CH3:41])([CH3:40])[O:34]2)[CH:7]=1)([CH3:25])([CH3:24])[CH3:23]. (5) Given the reactants [Br:1][C:2]1[CH:11]=[CH:10][C:5]2[N:6]=[C:7]([NH2:9])[S:8][C:4]=2[CH:3]=1.C(N(C(C)C)CC)(C)C.[C:21]1([CH3:30])[CH:26]=[CH:25][C:24]([C:27](Cl)=[O:28])=[CH:23][CH:22]=1, predict the reaction product. The product is: [Br:1][C:2]1[CH:11]=[CH:10][C:5]2[N:6]=[C:7]([NH:9][C:27](=[O:28])[C:24]3[CH:25]=[CH:26][C:21]([CH3:30])=[CH:22][CH:23]=3)[S:8][C:4]=2[CH:3]=1.